Dataset: Forward reaction prediction with 1.9M reactions from USPTO patents (1976-2016). Task: Predict the product of the given reaction. (1) Given the reactants [Cl:1][C:2]1[N:3]=[C:4]([N:15]2[CH2:20][CH2:19][O:18][CH2:17][CH2:16]2)[C:5]2[S:10][C:9](S(C)(=O)=O)=[N:8][C:6]=2[N:7]=1.[N:21]1([CH2:27][CH2:28][OH:29])[CH2:26][CH2:25][NH:24][CH2:23][CH2:22]1, predict the reaction product. The product is: [Cl:1][C:2]1[N:3]=[C:4]([N:15]2[CH2:20][CH2:19][O:18][CH2:17][CH2:16]2)[C:5]2[S:10][C:9]([N:24]3[CH2:25][CH2:26][N:21]([CH2:27][CH2:28][OH:29])[CH2:22][CH2:23]3)=[N:8][C:6]=2[N:7]=1. (2) Given the reactants [C:1]([C:3]1[CH:9]=[CH:8][C:6]([NH2:7])=[CH:5][CH:4]=1)#[N:2].C(N(CC)CC)C.[Cl-].ClC1N(C)CC[NH+]1C.[CH3:26][O:27][C:28]1[C:29](=[O:52])[C:30]([CH3:51])=[C:31]([CH2:37][C:38]2[CH:39]=[CH:40][C:41]([O:47][C:48](=[O:50])[CH3:49])=[C:42]([CH:46]=2)[C:43](O)=[O:44])[C:32](=[O:36])[C:33]=1[O:34][CH3:35], predict the reaction product. The product is: [CH3:26][O:27][C:28]1[C:29](=[O:52])[C:30]([CH3:51])=[C:31]([CH2:37][C:38]2[CH:39]=[CH:40][C:41]([O:47][C:48](=[O:50])[CH3:49])=[C:42]([CH:46]=2)[C:43]([NH:7][C:6]2[CH:8]=[CH:9][C:3]([C:1]#[N:2])=[CH:4][CH:5]=2)=[O:44])[C:32](=[O:36])[C:33]=1[O:34][CH3:35]. (3) Given the reactants C([N:8]1[CH:17]=[C:16]([NH2:18])[C:15]2[C:10](=[CH:11][CH:12]=[CH:13][CH:14]=2)[CH2:9]1)C1C=CC=CC=1.OS(O)(=O)=O, predict the reaction product. The product is: [NH2:18][C:16]1[C:15]2[C:10](=[CH:11][CH:12]=[CH:13][CH:14]=2)[CH:9]=[N:8][CH:17]=1. (4) The product is: [CH3:1][C:2]1[N:3]([C:23](=[O:24])[CH2:22][CH:21]([CH3:26])[CH3:20])[C:4]2[C:9]([C:10]=1[C:11]([O:13][C:14]([CH3:17])([CH3:16])[CH3:15])=[O:12])=[CH:8][CH:7]=[CH:6][CH:5]=2. Given the reactants [CH3:1][C:2]1[NH:3][C:4]2[C:9]([C:10]=1[C:11]([O:13][C:14]([CH3:17])([CH3:16])[CH3:15])=[O:12])=[CH:8][CH:7]=[CH:6][CH:5]=2.[H-].[Na+].[CH3:20][CH:21]([CH3:26])[CH2:22][C:23](Cl)=[O:24], predict the reaction product. (5) Given the reactants [F:1][C:2]1([F:44])[CH2:7][CH2:6][C@H:5]([O:8][C:9]2[C:14]([CH3:15])=[CH:13][C:12]([S:16]([N:19](CC3C=CC(OC)=CC=3OC)[C:20]3[CH:25]=[CH:24][N:23]=[CH:22][N:21]=3)(=[O:18])=[O:17])=[C:11]([F:37])[CH:10]=2)[C@@H:4]([C:38]2[N:42]([CH3:43])[N:41]=[CH:40][CH:39]=2)[CH2:3]1.C([SiH](CC)CC)C.FC(F)(F)C(O)=O, predict the reaction product. The product is: [F:44][C:2]1([F:1])[CH2:7][CH2:6][C@H:5]([O:8][C:9]2[C:14]([CH3:15])=[CH:13][C:12]([S:16]([NH:19][C:20]3[CH:25]=[CH:24][N:23]=[CH:22][N:21]=3)(=[O:18])=[O:17])=[C:11]([F:37])[CH:10]=2)[C@@H:4]([C:38]2[N:42]([CH3:43])[N:41]=[CH:40][CH:39]=2)[CH2:3]1. (6) Given the reactants [Cl:1][C:2]1[CH:21]=[CH:20][C:19](I)=[CH:18][C:3]=1[C:4]([NH:6][CH2:7][C:8]12[CH2:17][CH:12]3[CH2:13][CH:14]([CH2:16][CH:10]([CH2:11]3)[CH2:9]1)[CH2:15]2)=[O:5].[C:23](=[O:26])([O-])O.[Na+].[C:28]1(C)C=CC=C[CH:29]=1, predict the reaction product. The product is: [Cl:1][C:2]1[CH:21]=[CH:20][C:19]([CH2:28][CH2:29][CH:23]=[O:26])=[CH:18][C:3]=1[C:4]([NH:6][CH2:7][C:8]12[CH2:17][CH:12]3[CH2:13][CH:14]([CH2:16][CH:10]([CH2:11]3)[CH2:9]1)[CH2:15]2)=[O:5]. (7) Given the reactants [CH:1]1([N:5]2[CH2:10][CH2:9][N:8]([C:11]([C:13]3[CH:14]=[C:15]4[C:19](=[CH:20][CH:21]=3)[NH:18][C:17]([C:22]([N:24]3[CH2:29][CH2:28][S:27](=[O:31])(=[O:30])[CH2:26][CH2:25]3)=[O:23])=[CH:16]4)=[O:12])[CH2:7][CH2:6]2)[CH2:4][CH2:3][CH2:2]1.[F:32][C:33]([F:44])([F:43])[C:34]1[CH:35]=[C:36](B(O)O)[CH:37]=[CH:38][CH:39]=1.N1C=CC=CC=1, predict the reaction product. The product is: [CH:1]1([N:5]2[CH2:6][CH2:7][N:8]([C:11]([C:13]3[CH:14]=[C:15]4[C:19](=[CH:20][CH:21]=3)[N:18]([C:38]3[CH:37]=[CH:36][CH:35]=[C:34]([C:33]([F:44])([F:43])[F:32])[CH:39]=3)[C:17]([C:22]([N:24]3[CH2:29][CH2:28][S:27](=[O:30])(=[O:31])[CH2:26][CH2:25]3)=[O:23])=[CH:16]4)=[O:12])[CH2:9][CH2:10]2)[CH2:2][CH2:3][CH2:4]1.